Dataset: Forward reaction prediction with 1.9M reactions from USPTO patents (1976-2016). Task: Predict the product of the given reaction. (1) Given the reactants Br[C:2]1[C:10]([CH3:11])=[C:9]2[C:5]([C:6]([CH3:14])([CH3:13])[C:7](=[O:12])[NH:8]2)=[CH:4][CH:3]=1.CC([O-])(C)C.[Na+].[NH:21]1[CH2:26][CH2:25][O:24][CH2:23][CH2:22]1.C(N1CCN2CCN(CC(C)C)P1N(CC(C)C)CC2)C(C)C, predict the reaction product. The product is: [CH3:13][C:6]1([CH3:14])[C:5]2[C:9](=[C:10]([CH3:11])[C:2]([N:21]3[CH2:26][CH2:25][O:24][CH2:23][CH2:22]3)=[CH:3][CH:4]=2)[NH:8][C:7]1=[O:12]. (2) Given the reactants [CH2:1]([OH:6])[C:2]([CH3:5])([CH3:4])[CH3:3].CC([O-])(C)C.[K+:12].[C:13]1(=[O:23])[O:18][C:16](=[O:17])[C:15]2=[CH:19][CH:20]=[CH:21][CH:22]=[C:14]12, predict the reaction product. The product is: [CH2:1]([O:6][C:13](=[O:23])[C:14]1[C:15](=[CH:19][CH:20]=[CH:21][CH:22]=1)[C:16]([O-:18])=[O:17])[C:2]([CH3:5])([CH3:4])[CH3:3].[K+:12].